From a dataset of NCI-60 drug combinations with 297,098 pairs across 59 cell lines. Regression. Given two drug SMILES strings and cell line genomic features, predict the synergy score measuring deviation from expected non-interaction effect. Drug 1: CC1=C(C=C(C=C1)NC2=NC=CC(=N2)N(C)C3=CC4=NN(C(=C4C=C3)C)C)S(=O)(=O)N.Cl. Drug 2: C1CC(=O)NC(=O)C1N2CC3=C(C2=O)C=CC=C3N. Cell line: 786-0. Synergy scores: CSS=4.02, Synergy_ZIP=-1.19, Synergy_Bliss=1.27, Synergy_Loewe=2.20, Synergy_HSA=2.10.